This data is from Experimentally validated miRNA-target interactions with 360,000+ pairs, plus equal number of negative samples. The task is: Binary Classification. Given a miRNA mature sequence and a target amino acid sequence, predict their likelihood of interaction. (1) The miRNA is hsa-miR-6870-3p with sequence GCUCAUCCCCAUCUCCUUUCAG. The protein sequence of the target gene is MISAPDVVAFTKEEEYEEEPYNEPALPEEYSVPLFPFASQGANPWSKLSGAKFSRDFILISEFSEQVGPQPLLTIPNDTKVFGTFDLNYFSLRIMSVDYQASFVGHPPGSAYPKLNFVEDSKVVLGDSKEGAFAYVHHLTLYDLEARGFVRPFCMAYISADQHKIMQQFQELSAEFSRASECLKTGNRKAFAGELEKKLKDLDYTRTVLHTETEIQKKANDKGFYSSQAIEKANELASVEKSIIEHQDLLKQIRSYPHRKLKGHDLCPGEMEHIQDQASQASTTSNPDESADTDLYTCRP.... Result: 1 (interaction). (2) The miRNA is hsa-miR-4524b-5p with sequence AUAGCAGCAUAAGCCUGUCUC. The protein sequence of the target gene is MAQSRVLLLLLLLPPQLHLGPVLAVRAPGFGRSGGHSLSPEENEFAEEEPVLVLSPEEPGPGPAAVSCPRDCACSQEGVVDCGGIDLREFPGDLPEHTNHLSLQNNQLEKIYPEELSRLHRLETLNLQNNRLTSRGLPEKAFEHLTNLNYLYLANNKLTLAPRFLPNALISVDFAANYLTKIYGLTFGQKPNLRSVYLHNNKLADAGLPDNMFNGSSNVEVLILSSNFLRHVPKHLPPALYKLHLKNNKLEKIPPGAFSELSSLRELYLQNNYLTDEGLDNETFWKLSSLEYLDLSSNNL.... Result: 0 (no interaction). (3) The miRNA is ath-miR173-5p with sequence UUCGCUUGCAGAGAGAAAUCAC. The protein sequence of the target gene is MCGLQFSLPCLRLFLVVTCYLLLLLHKEILGCSSVCQLCTGRQINCRNLGLSSIPKNFPESTVFLYLTGNNISYINESELTGLHSLVALYLDNSNILYVYPKAFVQLRHLYFLFLNNNFIKRLDPGIFKGLLNLRNLYLQYNQVSFVPRGVFNDLVSVQYLNLQRNRLTVLGSGTFVGMVALRILDLSNNNILRISESGFQHLENLACLYLGSNNLTKVPSNAFEVLKSLRRLSLSHNPIEAIQPFAFKGLANLEYLLLKNSRIRNVTRDGFSGINNLKHLILSHNDLENLNSDTFSLLK.... Result: 0 (no interaction). (4) The miRNA is hsa-miR-222-3p with sequence AGCUACAUCUGGCUACUGGGU. The protein sequence of the target gene is MFSPGQEEHCAPNKEPVKYGELVVLGYNGALPNGDRGRRKSRFALYKRPKANGVKPSTVHVISTPQASKAISCKGQHSISYTLSRNQTVVVEYTHDKDTDMFQVGRSTESPIDFVVTDTISGSQNTDEAQITQSTISRFACRIVCDRNEPYTARIFAAGFDSSKNIFLGEKAAKWKNPDGHMDGLTTNGVLVMHPRGGFTEESQPGVWREISVCGDVYTLRETRSAQQRGKLVESETNVLQDGSLIDLCGATLLWRTADGLFHTPTQKHIEALRQEINAARPQCPVGLNTLAFPSINRKE.... Result: 1 (interaction). (5) The miRNA is rno-miR-543-5p with sequence AAGUUGCCCGCGUGUUUUUCG. The protein sequence of the target gene is MVKLFIGNLPREATEQEIRSLFEQYGKVLECDIIKNYGFVHIEDKTAAEDAIRNLHHYKLHGVNINVEASKNKSKASTKLHVGNISPTCTNQELRAKFEEYGPVIECDIVKDYAFVHMERAEDAVEAIRGLDNTEFQGKRMHVQLSTSRLRTAPGMGDQSGCYRCGKEGHWSKECPVDRTGRVADFTEQYNEQYGAVRTPYTMGYGESMYYNDAYGALDYYKRYRVRSYEAVAAAAAASAYNYAEQTMSHLPQVQSTTVTSHLNSTSVDPYDRHLLPNSGAAATSAAMAAAAATTSSYYG.... Result: 0 (no interaction). (6) The miRNA is hsa-miR-374b-3p with sequence CUUAGCAGGUUGUAUUAUCAUU. The protein sequence of the target gene is MVMAHFVENFWGEKNNGFDVLYHNMKHGQISTKELADFVRERATIEEAYSRSMTKLAKSASNYSQLGTFAPMWDVFKTSTEKLANCHLDLVRKLQELIKEVQKYGEEQVKSHKKTKEEVAGTLEAVQAIQNITQALQKSKENYTAKCVEQERLKKEGATQREIEKAAVKSKKATDTYKLYVEKYALTKADFEQKMTETAQKFQDIEETHLIHIKEIIGSLSNAVKEIHLQIGQVHEEFINNMANTTIESLIQKFAESKGTGKERPGLIEFEECDPASAVEGIKPRKRKTFALPGIIKKEK.... Result: 0 (no interaction). (7) The miRNA is hsa-miR-335-5p with sequence UCAAGAGCAAUAACGAAAAAUGU. The protein sequence of the target gene is MSSPPEGKLETKAGHPPAVKAGGMRIVQKHPHTGDTKEEKDKDDQEWESPSPPKPTVFISGVIARGDKDFPPAAAQVAHQKPHASMDKHPSPRTQHIQQPRK. Result: 1 (interaction). (8) The miRNA is hsa-miR-588 with sequence UUGGCCACAAUGGGUUAGAAC. The protein sequence of the target gene is MADLEEQLSDEEKVRIAAKFIIHAPPGEFNEVFNDVRLLLNNDNLLREGAAHAFAQYNLDQFTPVKIEGYEDQVLITEHGDLGNGKFLDPKNRICFKFDHLRKEATDPRPCEVENAVESWRTSVETALRAYVKEHYPNGVCTVYGKKIDGQQTIIACIESHQFQAKNFWNGRWRSEWKFTITPSTTQVVGILKIQVHYYEDGNVQLVSHKDIQDSLTVSNEVQTAKEFIKIVEAAENEYQTAISENYQTMSDTTFKALRRQLPVTRTKIDWNKILSYKIGKEMQNA. Result: 0 (no interaction). (9) The miRNA is hsa-miR-4281 with sequence GGGUCCCGGGGAGGGGGG. The protein sequence of the target gene is MAGDSEQTLQNHQQPNGGEPFLIGVSGGTASGKSSVCAKIVQLLGQNEVDYHQKQVVILSQDSFYRVLTSEQKAKALKGQFNFDHPDAFDNELIFKTLKEITEGKTVQIPVYDFVSHSRKEETVTIYPADVVLFEGILAFYSQEVRDLFQMKLFVDTDADTRLSRRVLRDISERGRDLEQILSQYITFVKPAFEEFCLPTKKYADVIIPRGADNLVAINLIVQHIQDILNGGLSKRQTNGYLNGYTPSRKRQASESSSRPH. Result: 0 (no interaction). (10) The miRNA is mmu-miR-669a-5p with sequence AGUUGUGUGUGCAUGUUCAUGUCU. The protein sequence of the target gene is MVQSELQLQPRAGGRAEAASWGDRGNDKGGLGNPDMPSVSPGPQRPPKLSSLAYDSPPDYLQTVSHPEVYRVLFDYQPEAPDELALRRGDVVKVLSKTTEDKGWWEGECQGRRGVFPDNFVLPPPPIKKLVPRKVVSRESAPIKEPKKLMPKTSLPTVKKLATATTGPSKAKTSRTPSRDSQKLTSRDSGPNGGFQSGGSYHPGRKRSKTQTPQQRSVSSQEEEHSSPVKAPSVKRTPMPDKTATPERPPAPENAPSSKKIPAPDKVPSPEKTLTLGDKASIPGNSTSGKIPAPDKVPTP.... Result: 0 (no interaction).